Dataset: Reaction yield outcomes from USPTO patents with 853,638 reactions. Task: Predict the reaction yield, written as a fraction of the theoretical maximum amount of product (1.0 means a 100% yield; for example, 0.34 means a 34% yield). (1) The catalyst is C1(C)C=CC=CC=1.CCO.C1C=CC([P]([Pd]([P](C2C=CC=CC=2)(C2C=CC=CC=2)C2C=CC=CC=2)([P](C2C=CC=CC=2)(C2C=CC=CC=2)C2C=CC=CC=2)[P](C2C=CC=CC=2)(C2C=CC=CC=2)C2C=CC=CC=2)(C2C=CC=CC=2)C2C=CC=CC=2)=CC=1. The yield is 0.270. The product is [O:40]1[CH2:41][CH2:42][N:37]([CH2:36][C:35]2[CH:43]=[C:44]([C:2]3[C:10]4[C:5](=[CH:6][CH:7]=[C:8]([NH:11][C:12](=[O:24])[CH:13]([N:19]5[CH2:23][CH2:22][CH2:21][CH2:20]5)[C:14]5[CH:18]=[CH:17][S:16][CH:15]=5)[CH:9]=4)[NH:4][N:3]=3)[CH:45]=[CH:33][CH:34]=2)[CH2:38][CH2:39]1. The reactants are I[C:2]1[C:10]2[C:5](=[CH:6][CH:7]=[C:8]([NH:11][C:12](=[O:24])[CH:13]([N:19]3[CH2:23][CH2:22][CH2:21][CH2:20]3)[C:14]3[CH:18]=[CH:17][S:16][CH:15]=3)[CH:9]=2)[NH:4][N:3]=1.CC1(C)C(C)(C)OB([C:33]2[CH:34]=[C:35]([CH:43]=[CH:44][CH:45]=2)[CH2:36][N:37]2[CH2:42][CH2:41][O:40][CH2:39][CH2:38]2)O1.C([O-])([O-])=O.[Na+].[Na+]. (2) The reactants are [C:1]1([CH2:9][OH:10])[C:2]([CH2:7][OH:8])=[CH:3][CH:4]=[CH:5][CH:6]=1.[N+]([O-])(O)=O.O. The catalyst is C(O)(=O)C. The product is [CH:9](=[O:10])[C:1]1[C:2](=[CH:3][CH:4]=[CH:5][CH:6]=1)[CH:7]=[O:8]. The yield is 0.840. (3) The yield is 0.681. The reactants are [NH2:1][C:2]1[CH:7]=[CH:6][CH:5]=[C:4]([CH3:8])[CH:3]=1.[C:9]1([CH3:17])[C:10]([CH:15]=O)=[CH:11][CH:12]=[CH:13][CH:14]=1.[C:18](#[N:20])C.C[Si](C#N)(C)C. The product is [C:9]1([CH3:17])[CH:14]=[CH:13][CH:12]=[CH:11][C:10]=1[CH:15]([NH:1][C:2]1[CH:3]=[C:4]([CH3:8])[CH:5]=[CH:6][CH:7]=1)[C:18]#[N:20]. The catalyst is C1(C)C=CC=CC=1. (4) The reactants are [Br:1][C:2]1[CH:3]=[C:4]([C:15]([O:17][CH3:18])=[O:16])[C:5]2[CH:6]=[CH:7][N:8]([CH:11]([CH2:13][CH3:14])[CH3:12])[C:9]=2[CH:10]=1.O=P(Cl)(Cl)Cl.CN([CH:27]=[O:28])C.C(=O)(O)[O-].[Na+]. No catalyst specified. The product is [Br:1][C:2]1[CH:3]=[C:4]([C:15]([O:17][CH3:18])=[O:16])[C:5]2[C:6]([CH:27]=[O:28])=[CH:7][N:8]([CH:11]([CH2:13][CH3:14])[CH3:12])[C:9]=2[CH:10]=1. The yield is 0.500. (5) The reactants are Cl[C:2]1[N:7]2[N:8]=[C:9]([CH:11]3[CH2:13][CH2:12]3)[N:10]=[C:6]2[C:5]2[CH:14]=[C:15]([Cl:18])[CH:16]=[N:17][C:4]=2[N:3]=1.[CH3:19][N:20]1[CH2:25][CH2:24][NH:23][CH2:22][CH2:21]1. No catalyst specified. The product is [Cl:18][C:15]1[CH:16]=[N:17][C:4]2[N:3]=[C:2]([N:23]3[CH2:24][CH2:25][N:20]([CH3:19])[CH2:21][CH2:22]3)[N:7]3[N:8]=[C:9]([CH:11]4[CH2:13][CH2:12]4)[N:10]=[C:6]3[C:5]=2[CH:14]=1. The yield is 0.720. (6) The reactants are [C:1]([O:5][C:6]([N:8]1[C:16]2[C:11](=[CH:12][CH:13]=[C:14]([O:17]C(OC(C)(C)C)=O)[CH:15]=2)[CH:10]=[CH:9]1)=[O:7])([CH3:4])([CH3:3])[CH3:2].N1CCOCC1. The catalyst is ClCCl. The product is [C:1]([O:5][C:6]([N:8]1[C:16]2[C:11](=[CH:12][CH:13]=[C:14]([OH:17])[CH:15]=2)[CH:10]=[CH:9]1)=[O:7])([CH3:4])([CH3:2])[CH3:3]. The yield is 0.500. (7) The product is [N:1]([CH2:2][CH:3]1[CH2:8][CH2:7][CH:6]([CH2:9][N:10]=[C:12]=[O:13])[CH2:5][CH2:4]1)=[C:17]=[O:11]. The yield is 0.900. No catalyst specified. The reactants are [NH2:1][CH2:2][CH:3]1[CH2:8][CH2:7][CH:6]([CH2:9][NH2:10])[CH2:5][CH2:4]1.[OH2:11].[C:12](Cl)(Cl)=[O:13].Cl[C:17]1C=CC=CC=1Cl. (8) The reactants are Cl[C:2]1[CH2:6][C@H:5]([CH:7]2[CH2:11][CH2:10][CH2:9][CH2:8]2)[N:4]([C:12]2[CH:19]=[CH:18][C:15]([C:16]#[N:17])=[C:14]([CH3:20])[N:13]=2)[N:3]=1.CC1(C)C(C)(C)OB([C:29]2[CH:34]=[CH:33][C:32]([S:35]([CH3:38])(=[O:37])=[O:36])=[CH:31][CH:30]=2)O1.C(=O)([O-])[O-].[Na+].[Na+]. The catalyst is O1CCOCC1.C1(P(C2C=CC=CC=2)C2C=CC=CC=2)C=CC=CC=1.C1(P(C2C=CC=CC=2)C2C=CC=CC=2)C=CC=CC=1.C1(P(C2C=CC=CC=2)C2C=CC=CC=2)C=CC=CC=1.C1(P(C2C=CC=CC=2)C2C=CC=CC=2)C=CC=CC=1.[Pd]. The product is [CH:7]1([C@@H:5]2[N:4]([C:12]3[CH:19]=[CH:18][C:15]([C:16]#[N:17])=[C:14]([CH3:20])[N:13]=3)[N:3]=[C:2]([C:29]3[CH:34]=[CH:33][C:32]([S:35]([CH3:38])(=[O:37])=[O:36])=[CH:31][CH:30]=3)[CH2:6]2)[CH2:11][CH2:10][CH2:9][CH2:8]1. The yield is 0.350.